This data is from Full USPTO retrosynthesis dataset with 1.9M reactions from patents (1976-2016). The task is: Predict the reactants needed to synthesize the given product. (1) Given the product [C:1](=[N:14][C:16]1[S:17][CH:18]=[C:19]([CH3:21])[N:20]=1)([C:8]1[CH:9]=[CH:10][CH:11]=[CH:12][CH:13]=1)[C:2]1[CH:7]=[CH:6][CH:5]=[CH:4][CH:3]=1, predict the reactants needed to synthesize it. The reactants are: [C:1](=[NH:14])([C:8]1[CH:13]=[CH:12][CH:11]=[CH:10][CH:9]=1)[C:2]1[CH:7]=[CH:6][CH:5]=[CH:4][CH:3]=1.N[C:16]1[S:17][CH:18]=[C:19]([CH3:21])[N:20]=1. (2) Given the product [Cl:29][C:30]1[C:31]([C:40]2[CH:45]=[CH:44][CH:43]=[C:42]([NH:13][C:4]([C:3]3[CH:7]=[CH:8][N:9]=[CH:10][C:2]=3[F:1])=[O:6])[CH:41]=2)=[CH:32][C:33]2[O:37][C:36]([CH3:38])=[N:35][C:34]=2[CH:39]=1, predict the reactants needed to synthesize it. The reactants are: [F:1][C:2]1[CH:10]=[N:9][CH:8]=[CH:7][C:3]=1[C:4]([OH:6])=O.ClC1N=C(OC)N=C(OC)[N:13]=1.CN1CCOCC1.[Cl:29][C:30]1[C:31]([C:40]2[CH:45]=[CH:44][C:43](N)=[CH:42][CH:41]=2)=[CH:32][C:33]2[O:37][C:36]([CH3:38])=[N:35][C:34]=2[CH:39]=1.C([O-])(O)=O.[Na+].CC(=O)OCC. (3) Given the product [CH:1]([C:4]1[CH:5]=[CH:6][C:7]([N:10]([CH2:25][C:26]2[CH:27]=[N:28][N:29]([CH:31]([CH3:33])[CH3:32])[CH:30]=2)[C:11]([CH:13]2[C:22]3[C:17](=[CH:18][CH:19]=[C:20]([O:23][CH3:24])[CH:21]=3)[CH2:16][CH2:15][CH2:14]2)=[O:12])=[CH:8][CH:9]=1)([CH3:3])[CH3:2], predict the reactants needed to synthesize it. The reactants are: [CH:1]([C:4]1[CH:9]=[CH:8][C:7]([N:10]([CH2:25][C:26]2[CH:27]=[N:28][NH:29][CH:30]=2)[C:11]([CH:13]2[C:22]3[C:17](=[CH:18][CH:19]=[C:20]([O:23][CH3:24])[CH:21]=3)[CH2:16][CH2:15][CH2:14]2)=[O:12])=[CH:6][CH:5]=1)([CH3:3])[CH3:2].[CH:31](I)([CH3:33])[CH3:32]. (4) Given the product [CH3:12][O:11][C:9](=[O:10])[CH2:8][CH2:7][CH:4]1[CH2:5][CH2:6][N:1]([C:14]2[CH:26]=[CH:25][C:17]([C:18]([O:20][C:21]([CH3:22])([CH3:23])[CH3:24])=[O:19])=[CH:16][CH:15]=2)[CH2:2][CH2:3]1, predict the reactants needed to synthesize it. The reactants are: [NH:1]1[CH2:6][CH2:5][CH:4]([CH2:7][CH2:8][C:9]([O:11][CH3:12])=[O:10])[CH2:3][CH2:2]1.F[C:14]1[CH:26]=[CH:25][C:17]([C:18]([O:20][C:21]([CH3:24])([CH3:23])[CH3:22])=[O:19])=[CH:16][CH:15]=1.C(=O)([O-])[O-].[K+].[K+].C(=O)([O-])O.[Na+]. (5) Given the product [CH2:1]([C:19]([CH2:21][CH2:22][CH2:23][CH2:24][CH2:25][CH2:26][CH2:27][CH2:28]/[CH:29]=[CH:30]\[CH2:31]/[CH:32]=[CH:33]\[CH2:34][CH2:35][CH2:36][CH2:37][CH3:38])=[O:20])[CH2:2][CH2:3][CH2:4][CH2:5][CH2:6][CH2:7][CH2:8]/[CH:9]=[CH:10]\[CH2:11]/[CH:12]=[CH:13]\[CH2:14][CH2:15][CH2:16][CH2:17][CH3:18], predict the reactants needed to synthesize it. The reactants are: [CH2:1]([CH:19]([CH2:21][CH2:22][CH2:23][CH2:24][CH2:25][CH2:26][CH2:27][CH2:28]/[CH:29]=[CH:30]\[CH2:31]/[CH:32]=[CH:33]\[CH2:34][CH2:35][CH2:36][CH2:37][CH3:38])[OH:20])[CH2:2][CH2:3][CH2:4][CH2:5][CH2:6][CH2:7][CH2:8]/[CH:9]=[CH:10]\[CH2:11]/[CH:12]=[CH:13]\[CH2:14][CH2:15][CH2:16][CH2:17][CH3:18].C(=O)([O-])[O-].[K+].[K+].[Cr](Cl)([O-])(=O)=O.[NH+]1C=CC=CC=1.CCOCC. (6) Given the product [OH:9][N:10]=[C:11]([Br:1])[C:12]1[CH:19]=[CH:18][C:15]([C:16]#[N:17])=[CH:14][CH:13]=1, predict the reactants needed to synthesize it. The reactants are: [Br:1]N1C(=O)CCC1=O.[OH:9][N:10]=[CH:11][C:12]1[CH:19]=[CH:18][C:15]([C:16]#[N:17])=[CH:14][CH:13]=1. (7) Given the product [CH3:7][C@@H:8]1[O:13][C@@H:12]([O:14][C@@H:15]2[C:20]3=[C:21]([OH:38])[C:22]4[C:34](=[O:35])[C:33]5[C:28](=[CH:29][CH:30]=[CH:31][C:32]=5[O:36][CH3:37])[C:26](=[O:27])[C:23]=4[C:24]([OH:25])=[C:19]3[CH2:18][C@@:17]([OH:43])([C:39]([CH2:41][OH:42])=[O:40])[CH2:16]2)[CH2:11][C@H:10]([NH2:44])[C@@H:9]1[OH:45], predict the reactants needed to synthesize it. The reactants are: N1C=CC=CC=1.[CH3:7][C@@H:8]1[O:13][C@@H:12]([O:14][C@@H:15]2[C:20]3=[C:21]([OH:38])[C:22]4[C:34](=[O:35])[C:33]5[C:28](=[CH:29][CH:30]=[CH:31][C:32]=5[O:36][CH3:37])[C:26](=[O:27])[C:23]=4[C:24]([OH:25])=[C:19]3[CH2:18][C@@:17]([OH:43])([C:39]([CH2:41][OH:42])=[O:40])[CH2:16]2)[CH2:11][C@H:10]([NH2:44])[C@@H:9]1[OH:45].Cl.C(N(CC)CC)C. (8) Given the product [CH2:1]([C:3]1[CH:4]=[C:5]([C:6]2([C:8]3[CH:13]=[CH:12][CH:11]=[CH:10][CH:9]=3)[O:23][CH2:22][CH2:21][CH2:20][O:7]2)[CH:14]=[CH:15][C:16]=1[N+:17]([O-:19])=[O:18])[CH3:2], predict the reactants needed to synthesize it. The reactants are: [CH2:1]([C:3]1[CH:4]=[C:5]([CH:14]=[CH:15][C:16]=1[N+:17]([O-:19])=[O:18])[C:6]([C:8]1[CH:13]=[CH:12][CH:11]=[CH:10][CH:9]=1)=[O:7])[CH3:2].[CH2:20](O)[CH2:21][CH2:22][OH:23].